From a dataset of Reaction yield outcomes from USPTO patents with 853,638 reactions. Predict the reaction yield, written as a fraction of the theoretical maximum amount of product (1.0 means a 100% yield; for example, 0.34 means a 34% yield). (1) The reactants are [Cl:1][C:2]1[CH:7]=[CH:6][C:5]([S:8]([N:11]([CH2:17][CH3:18])[C:12](=[CH2:16])[C:13]([OH:15])=O)(=[O:10])=[O:9])=[CH:4][CH:3]=1.CCOC(OC(OCC)=O)=O.[F:30][C:31]([F:57])([F:56])[C:32]1[CH:37]=[CH:36][C:35]([C:38]2[CH:43]=[C:42]([CH2:44][NH2:45])[CH:41]=[C:40]([C:46]3[CH:51]=[CH:50][C:49]([C:52]([F:55])([F:54])[F:53])=[CH:48][CH:47]=3)[N:39]=2)=[CH:34][CH:33]=1. The catalyst is C1COCC1. The product is [F:57][C:31]([F:30])([F:56])[C:32]1[CH:33]=[CH:34][C:35]([C:38]2[CH:43]=[C:42]([CH2:44][NH:45][C:13](=[O:15])[C:12]([N:11]([S:8]([C:5]3[CH:4]=[CH:3][C:2]([Cl:1])=[CH:7][CH:6]=3)(=[O:9])=[O:10])[CH2:17][CH3:18])=[CH2:16])[CH:41]=[C:40]([C:46]3[CH:51]=[CH:50][C:49]([C:52]([F:55])([F:53])[F:54])=[CH:48][CH:47]=3)[N:39]=2)=[CH:36][CH:37]=1. The yield is 0.210. (2) The reactants are [C:1]([O:5][C:6]([N:8]1[CH2:13][CH2:12][CH:11]([CH2:14][NH:15][C:16]2[CH:21]=[CH:20][CH:19]=[C:18]([Cl:22])[CH:17]=2)[CH2:10][CH2:9]1)=[O:7])([CH3:4])([CH3:3])[CH3:2].C(N(CC)CC)C.[C:30](Cl)(=[O:33])[CH2:31][CH3:32].O. The catalyst is ClCCl. The product is [C:1]([O:5][C:6]([N:8]1[CH2:9][CH2:10][CH:11]([CH2:14][N:15]([C:16]2[CH:21]=[CH:20][CH:19]=[C:18]([Cl:22])[CH:17]=2)[C:30](=[O:33])[CH2:31][CH3:32])[CH2:12][CH2:13]1)=[O:7])([CH3:4])([CH3:2])[CH3:3]. The yield is 0.880. (3) The reactants are [Si:1]([O:8][CH2:9][C@@H:10]1[CH2:14][C:13]([CH3:15])=[CH:12][N:11]1[C:16]([C:18]1[CH:23]=[C:22]([O:24][CH3:25])[C:21]([O:26][Si:27]([CH:34]([CH3:36])[CH3:35])([CH:31]([CH3:33])[CH3:32])[CH:28]([CH3:30])[CH3:29])=[CH:20][C:19]=1[N+:37]([O-])=O)=[O:17])([C:4]([CH3:7])([CH3:6])[CH3:5])([CH3:3])[CH3:2]. The catalyst is C(O)=O.C(O)C.[Zn]. The product is [NH2:37][C:19]1[CH:20]=[C:21]([O:26][Si:27]([CH:28]([CH3:29])[CH3:30])([CH:34]([CH3:36])[CH3:35])[CH:31]([CH3:33])[CH3:32])[C:22]([O:24][CH3:25])=[CH:23][C:18]=1[C:16]([N:11]1[CH:12]=[C:13]([CH3:15])[CH2:14][C@H:10]1[CH2:9][O:8][Si:1]([C:4]([CH3:7])([CH3:6])[CH3:5])([CH3:2])[CH3:3])=[O:17]. The yield is 0.800. (4) The yield is 0.790. The catalyst is CN(C=O)C. The reactants are [H-].[Na+].[CH3:3][O:4][C:5]([O:14][CH3:15])([CH3:13])[C:6](=[O:12])[CH2:7][C:8]([O:10][CH3:11])=[O:9].I[CH2:17][CH2:18][CH2:19][CH2:20][CH2:21][O:22][C:23]1[CH:28]=[CH:27][C:26]([C:29]2[CH:34]=[CH:33][CH:32]=[CH:31][CH:30]=2)=[CH:25][CH:24]=1. The product is [C:26]1([C:29]2[CH:30]=[CH:31][CH:32]=[CH:33][CH:34]=2)[CH:25]=[CH:24][C:23]([O:22][CH2:21][CH2:20][CH2:19][CH2:18][CH2:17][CH:7]([C:6](=[O:12])[C:5]([O:4][CH3:3])([O:14][CH3:15])[CH3:13])[C:8]([O:10][CH3:11])=[O:9])=[CH:28][CH:27]=1. (5) The reactants are [Cl:1][C:2]1[C:3]([O:12][C:13]2[CH:18]=[C:17]([O:19][CH2:20][CH2:21][CH:22]3[O:26][CH2:25][CH2:24][O:23]3)[CH:16]=[CH:15][C:14]=2/[CH:27]=[CH:28]/[C:29]([O:31]CC)=[O:30])=[N:4][CH:5]=[C:6]([C:8]([F:11])([F:10])[F:9])[CH:7]=1.[OH-].[Na+].O1CCCC1. The catalyst is C(O)C. The product is [Cl:1][C:2]1[C:3]([O:12][C:13]2[CH:18]=[C:17]([O:19][CH2:20][CH2:21][CH:22]3[O:26][CH2:25][CH2:24][O:23]3)[CH:16]=[CH:15][C:14]=2/[CH:27]=[CH:28]/[C:29]([OH:31])=[O:30])=[N:4][CH:5]=[C:6]([C:8]([F:10])([F:9])[F:11])[CH:7]=1. The yield is 0.830. (6) The reactants are Cl.[Cl:2][C:3]1[CH:17]=[CH:16][C:6]([CH2:7][C:8]2([CH2:14][NH2:15])[CH2:13][CH2:12][NH:11][CH2:10][CH2:9]2)=[CH:5][CH:4]=1.Cl[C:19]1[C:20]2[CH:27]=[CH:26][NH:25][C:21]=2[N:22]=[CH:23][N:24]=1.C(N(CC)CC)C. The catalyst is C(O)CCC. The product is [Cl:2][C:3]1[CH:17]=[CH:16][C:6]([CH2:7][C:8]2([CH2:14][NH2:15])[CH2:13][CH2:12][N:11]([C:19]3[C:20]4[CH:27]=[CH:26][NH:25][C:21]=4[N:22]=[CH:23][N:24]=3)[CH2:10][CH2:9]2)=[CH:5][CH:4]=1. The yield is 0.560. (7) The product is [Cl:17][C:18]1[CH:24]=[C:23]([Cl:25])[C:22]([O:26][CH3:27])=[CH:21][C:19]=1[NH:20][C:2]1[CH:11]=[CH:10][N:9]=[C:8]2[C:3]=1[C:4]1[CH:16]=[CH:15][CH:14]=[CH:13][C:5]=1[C:6](=[O:12])[NH:7]2. No catalyst specified. The yield is 0.560. The reactants are Cl[C:2]1[CH:11]=[CH:10][N:9]=[C:8]2[C:3]=1[C:4]1[CH:16]=[CH:15][CH:14]=[CH:13][C:5]=1[C:6](=[O:12])[NH:7]2.[Cl:17][C:18]1[CH:24]=[C:23]([Cl:25])[C:22]([O:26][CH3:27])=[CH:21][C:19]=1[NH2:20].